This data is from Peptide-MHC class I binding affinity with 185,985 pairs from IEDB/IMGT. The task is: Regression. Given a peptide amino acid sequence and an MHC pseudo amino acid sequence, predict their binding affinity value. This is MHC class I binding data. (1) The peptide sequence is LLMPILTLTR. The MHC is HLA-A11:01 with pseudo-sequence HLA-A11:01. The binding affinity (normalized) is 0.511. (2) The peptide sequence is STHNDEIM. The MHC is H-2-Db with pseudo-sequence H-2-Db. The binding affinity (normalized) is 0. (3) The peptide sequence is IMNHLMTLY. The MHC is HLA-A01:01 with pseudo-sequence HLA-A01:01. The binding affinity (normalized) is 0.537. (4) The peptide sequence is SEGDDDGSR. The MHC is HLA-B44:02 with pseudo-sequence HLA-B44:02. The binding affinity (normalized) is 0.0847. (5) The MHC is HLA-A02:06 with pseudo-sequence HLA-A02:06. The peptide sequence is SVPLPCQLM. The binding affinity (normalized) is 0.312. (6) The binding affinity (normalized) is 0. The MHC is HLA-A02:03 with pseudo-sequence HLA-A02:03. The peptide sequence is HPVGEADYF. (7) The peptide sequence is RNKLSYRNK. The MHC is HLA-B08:01 with pseudo-sequence HLA-B08:01. The binding affinity (normalized) is 0. (8) The peptide sequence is FFPDHQLDPA. The MHC is Patr-A0701 with pseudo-sequence Patr-A0701. The binding affinity (normalized) is 0.366. (9) The peptide sequence is IARLVYKAR. The MHC is HLA-A26:01 with pseudo-sequence HLA-A26:01. The binding affinity (normalized) is 0.0847.